Dataset: Forward reaction prediction with 1.9M reactions from USPTO patents (1976-2016). Task: Predict the product of the given reaction. (1) Given the reactants [C:1]1([C:7]2[N:11]([C:12]3[CH:22]=[CH:21][C:15]([CH2:16]P(=O)([O-])[O-])=[CH:14][CH:13]=3)[C:10]3[C:23]4[C:28]([C:29]5C=CC=[CH:33][C:34]=5[C:9]=3[N:8]=2)=[CH:27][CH:26]=[CH:25][CH:24]=4)[CH:6]=[CH:5][CH:4]=[CH:3][CH:2]=1.[C:35]1([N:41]([C:50]2C=CC=C[CH:51]=2)[C:42]2[CH:49]=[CH:48][C:45]([CH:46]=O)=[CH:44][CH:43]=2)[CH:40]=[CH:39][CH:38]=[CH:37][CH:36]=1.[CH3:56][C:57]([O-])(C)[CH3:58].[K+].O, predict the reaction product. The product is: [CH2:50]([N:41]1[C:42]2[CH:49]=[CH:48][C:45](/[CH:46]=[CH:16]/[C:15]3[CH:14]=[CH:13][C:12]([N:11]4[C:10]5[C:23]6[C:28]([C:29]7[CH:56]=[CH:57][CH:58]=[CH:33][C:34]=7[C:9]=5[N:8]=[C:7]4[C:1]4[CH:6]=[CH:5][CH:4]=[CH:3][CH:2]=4)=[CH:27][CH:26]=[CH:25][CH:24]=6)=[CH:22][CH:21]=3)=[CH:44][C:43]=2[C:36]2[C:35]1=[CH:40][CH:39]=[CH:38][CH:37]=2)[CH3:51]. (2) The product is: [NH:3]1[C:11]2[C:6](=[CH:7][CH:8]=[CH:9][CH:10]=2)[C:5]([CH:12]2[CH2:17][CH2:16][CH:15]([NH:18][CH:19]([CH:23]3[CH2:24][CH2:25][N:26]([C:37](=[O:38])/[CH:36]=[CH:35]/[C:34]4[CH:33]=[CH:32][C:31]([C:30]([F:42])([F:43])[F:29])=[CH:41][CH:40]=4)[CH2:27][CH2:28]3)[C:20]([NH2:22])=[O:21])[CH2:14][CH2:13]2)=[CH:4]1. Given the reactants Cl.Cl.[NH:3]1[C:11]2[C:6](=[CH:7][CH:8]=[CH:9][CH:10]=2)[C:5]([CH:12]2[CH2:17][CH2:16][CH:15]([NH:18][CH:19]([CH:23]3[CH2:28][CH2:27][NH:26][CH2:25][CH2:24]3)[C:20]([NH2:22])=[O:21])[CH2:14][CH2:13]2)=[CH:4]1.[F:29][C:30]([F:43])([F:42])[C:31]1[CH:41]=[CH:40][C:34](/[CH:35]=[CH:36]/[C:37](O)=[O:38])=[CH:33][CH:32]=1, predict the reaction product. (3) Given the reactants FC(F)(F)C(O)=O.[Cl:8][C:9]1[CH:14]=[C:13]2[NH:15][C:16](=[O:38])[C:17]3([CH:21]([C:22]4[CH:27]=[CH:26][CH:25]=[C:24]([Cl:28])[C:23]=4[F:29])[CH:20]([C:30]([OH:32])=O)[NH:19][CH:18]3[CH2:33][C:34]([CH3:37])([CH3:36])[CH3:35])[C:12]2=[CH:11][CH:10]=1.C(N(C(C)C)CC)(C)C.C1(P(Cl)(C2C=CC=CC=2)=O)C=CC=CC=1.[CH3:63][O:64][C:65](=[O:75])[C:66]1[CH:71]=[CH:70][C:69]([NH2:72])=[C:68]([NH:73][CH3:74])[CH:67]=1, predict the reaction product. The product is: [CH3:63][O:64][C:65](=[O:75])[C:66]1[CH:71]=[CH:70][C:69]([NH:72][C:30]([C@@H:20]2[NH:19][C@@H:18]([CH2:33][C:34]([CH3:36])([CH3:35])[CH3:37])[C@:17]3([C:12]4[C:13](=[CH:14][C:9]([Cl:8])=[CH:10][CH:11]=4)[NH:15][C:16]3=[O:38])[C@H:21]2[C:22]2[CH:27]=[CH:26][CH:25]=[C:24]([Cl:28])[C:23]=2[F:29])=[O:32])=[C:68]([NH:73][CH3:74])[CH:67]=1. (4) Given the reactants Br[C:2]1[C:3]2[N:4]([N:8]=[C:9]([NH2:11])[N:10]=2)[CH:5]=[CH:6][CH:7]=1.[CH3:12][S:13]([C:16]1[CH:17]=[C:18](B(O)O)[CH:19]=[CH:20][CH:21]=1)(=[O:15])=[O:14], predict the reaction product. The product is: [CH3:12][S:13]([C:16]1[CH:21]=[C:20]([C:2]2[C:3]3[N:4]([N:8]=[C:9]([NH2:11])[N:10]=3)[CH:5]=[CH:6][CH:7]=2)[CH:19]=[CH:18][CH:17]=1)(=[O:15])=[O:14]. (5) Given the reactants Cl[C:2]1[CH:3]=[C:4]([C:14]([NH:16][CH2:17][C:18]2[C:19](=[O:26])[NH:20][C:21]([CH3:25])=[CH:22][C:23]=2[CH3:24])=[O:15])[C:5]2[CH:10]=[N:9][N:8]([CH:11]([CH3:13])[CH3:12])[C:6]=2[N:7]=1.CC1(C)C(C)(C)OB([C:35]2[CH:43]=[C:42]3[C:38]([CH2:39][C:40](=[O:44])[NH:41]3)=[CH:37][CH:36]=2)O1.C(=O)([O-])[O-].[Na+].[Na+], predict the reaction product. The product is: [CH3:24][C:23]1[CH:22]=[C:21]([CH3:25])[NH:20][C:19](=[O:26])[C:18]=1[CH2:17][NH:16][C:14]([C:4]1[C:5]2[CH:10]=[N:9][N:8]([CH:11]([CH3:13])[CH3:12])[C:6]=2[N:7]=[C:2]([C:35]2[CH:43]=[C:42]3[C:38]([CH2:39][C:40](=[O:44])[NH:41]3)=[CH:37][CH:36]=2)[CH:3]=1)=[O:15]. (6) Given the reactants [CH3:1][C:2]1[CH:7]=[C:6]([C:8]#[C:9][C:10]2[N:11]=[C:12]([CH3:15])[NH:13][CH:14]=2)[CH:5]=[CH:4][N:3]=1.Br[CH2:17][CH2:18][C:19]1[CH:24]=[CH:23][CH:22]=[CH:21][CH:20]=1, predict the reaction product. The product is: [CH3:1][C:2]1[CH:7]=[C:6]([C:8]#[C:9][C:10]2[N:11]=[C:12]([CH3:15])[N:13]([CH2:17][CH2:18][C:19]3[CH:24]=[CH:23][CH:22]=[CH:21][CH:20]=3)[CH:14]=2)[CH:5]=[CH:4][N:3]=1. (7) Given the reactants C(OC([N:8]1[CH2:12][CH:11]=[C:10]([C:13]2[O:14][CH:15]=[CH:16][CH:17]=2)[CH2:9]1)=O)(C)(C)C, predict the reaction product. The product is: [O:14]1[CH:15]=[CH:16][CH:17]=[C:13]1[C:10]1[CH2:9][NH:8][CH2:12][CH:11]=1. (8) Given the reactants [NH:1]1[C:5]2=[N:6][CH:7]=[CH:8][CH:9]=[C:4]2[CH:3]=[CH:2]1.[CH3:10]N(C=O)C.[H-].[Na+].CI, predict the reaction product. The product is: [CH3:10][N:1]1[C:5]2=[N:6][CH:7]=[CH:8][CH:9]=[C:4]2[CH:3]=[CH:2]1. (9) Given the reactants [F:1][C@H:2]1[CH2:5][C@H:4]([OH:6])[CH2:3]1.N1C=CC=CC=1.[C:13]1([CH3:33])[CH:18]=[CH:17][C:16]([S:19](O[S:19]([C:16]2[CH:17]=[CH:18][C:13]([CH3:33])=[CH:14][CH:15]=2)(=[O:21])=[O:20])(=[O:21])=[O:20])=[CH:15][CH:14]=1, predict the reaction product. The product is: [C:13]1([CH3:33])[CH:18]=[CH:17][C:16]([S:19]([O:6][C@H:4]2[CH2:5][C@H:2]([F:1])[CH2:3]2)(=[O:21])=[O:20])=[CH:15][CH:14]=1. (10) Given the reactants C(OC([N:8]1[CH2:13][CH2:12][N:11]([C:14]2[C:23]3[O:22][CH2:21][CH2:20][NH:19][C:18]=3[CH:17]=[C:16](C(C)(C)C)[CH:15]=2)[CH2:10][CH2:9]1)=O)(C)(C)C.[CH3:28][S:29]([C:32]1[CH:33]=[C:34]([S:38](Cl)(=[O:40])=[O:39])[CH:35]=[CH:36][CH:37]=1)(=[O:31])=[O:30].FC(F)(F)C(O)=O.[ClH:49], predict the reaction product. The product is: [Cl:49][C:16]1[CH:15]=[C:14]([N:11]2[CH2:10][CH2:9][NH:8][CH2:13][CH2:12]2)[C:23]2[O:22][CH2:21][CH2:20][N:19]([S:38]([C:34]3[CH:35]=[CH:36][CH:37]=[C:32]([S:29]([CH3:28])(=[O:31])=[O:30])[CH:33]=3)(=[O:40])=[O:39])[C:18]=2[CH:17]=1.